This data is from Reaction yield outcomes from USPTO patents with 853,638 reactions. The task is: Predict the reaction yield, written as a fraction of the theoretical maximum amount of product (1.0 means a 100% yield; for example, 0.34 means a 34% yield). (1) The reactants are [OH:1][CH2:2][C:3]1[N:4]=[C:5]([NH:8][C:9](=[O:13])[O:10][CH2:11][CH3:12])[S:6][CH:7]=1. The catalyst is C(Cl)(Cl)Cl.CO.[O-2].[Mn+4].[O-2]. The product is [CH:2]([C:3]1[N:4]=[C:5]([NH:8][C:9](=[O:13])[O:10][CH2:11][CH3:12])[S:6][CH:7]=1)=[O:1]. The yield is 1.06. (2) The reactants are [H-].C([Al+]CC(C)C)C(C)C.C[O:12][C:13]([C:15]1([OH:38])[CH2:20][C@@H:19]([O:21][Si:22]([C:25]([CH3:28])([CH3:27])[CH3:26])([CH3:24])[CH3:23])[C:18](=[CH2:29])[C@H:17]([O:30][Si:31]([C:34]([CH3:37])([CH3:36])[CH3:35])([CH3:33])[CH3:32])[CH2:16]1)=O. The catalyst is CCOCC. The product is [Si:22]([O:21][C@H:19]1[C:18](=[CH2:29])[C@H:17]([O:30][Si:31]([C:34]([CH3:37])([CH3:36])[CH3:35])([CH3:33])[CH3:32])[CH2:16][C:15]([CH2:13][OH:12])([OH:38])[CH2:20]1)([C:25]([CH3:27])([CH3:28])[CH3:26])([CH3:24])[CH3:23]. The yield is 0.240. (3) The reactants are Cl.[CH:2]([C:4]1[CH:13]=[CH:12][C:7]([C:8]([O:10][CH3:11])=[O:9])=[CH:6][CH:5]=1)=[O:3].[CH3:14][C:15](=[N:19][OH:20])[C:16](=O)[CH3:17]. The catalyst is CC(O)=O.CCOCC. The product is [CH3:14][C:15]1[N+:19]([O-:20])=[C:2]([C:4]2[CH:13]=[CH:12][C:7]([C:8]([O:10][CH3:11])=[O:9])=[CH:6][CH:5]=2)[O:3][C:16]=1[CH3:17]. The yield is 0.970. (4) The reactants are [NH:1]1[C:14]2[CH:13]=[N:12][C:11]3[C:6](=[CH:7][CH:8]=[CH:9][CH:10]=3)[C:5]=2[O:4][CH2:3][C:2]1=O.[H-].[Al+3].[Li+].[H-].[H-].[H-].O.[OH-].[Na+]. The catalyst is O1CCCC1. The product is [NH:1]1[C:14]2[CH:13]=[N:12][C:11]3[C:6](=[CH:7][CH:8]=[CH:9][CH:10]=3)[C:5]=2[O:4][CH2:3][CH2:2]1. The yield is 0.106. (5) The reactants are B.C1COCC1.[Br:7][C:8]1[CH:13]=[CH:12][CH:11]=[CH:10][C:9]=1[S:14]([C:17]([CH3:21])([CH3:20])[C:18]#[N:19])(=[O:16])=[O:15].Cl.[OH-].[Na+]. The catalyst is C1COCC1.O. The product is [Br:7][C:8]1[CH:13]=[CH:12][CH:11]=[CH:10][C:9]=1[S:14]([C:17]([CH3:21])([CH3:20])[CH2:18][NH2:19])(=[O:16])=[O:15]. The yield is 0.700.